Dataset: Catalyst prediction with 721,799 reactions and 888 catalyst types from USPTO. Task: Predict which catalyst facilitates the given reaction. (1) Reactant: C[Si](C)(C)[N-][Si](C)(C)C.[Na+].[F:11][C:12]1[CH:13]=[C:14]([CH:29]2[CH2:32][N:31]([C:33]([O:35][C:36]([CH3:39])([CH3:38])[CH3:37])=[O:34])[CH2:30]2)[CH:15]=[CH:16][C:17]=1[NH:18][C:19]1[N:24]=[CH:23][C:22]2[N:25]=[CH:26][N:27]([CH3:28])[C:21]=2[CH:20]=1.I[CH3:41]. Product: [F:11][C:12]1[CH:13]=[C:14]([CH:29]2[CH2:30][N:31]([C:33]([O:35][C:36]([CH3:39])([CH3:38])[CH3:37])=[O:34])[CH2:32]2)[CH:15]=[CH:16][C:17]=1[N:18]([CH3:41])[C:19]1[N:24]=[CH:23][C:22]2[N:25]=[CH:26][N:27]([CH3:28])[C:21]=2[CH:20]=1. The catalyst class is: 118. (2) Reactant: [CH2:1]([O:3][C:4]([C:6]1[C:15](=[O:16])[C:14]2[C:9](=[C:10]([C:19]#[C:20][CH2:21][C@@H:22]3[C@@H:26]([NH:27][C:28]([O:30][C:31]([CH3:34])([CH3:33])[CH3:32])=[O:29])[CH2:25][CH2:24][N:23]3[C:35]([O:37][C:38]([CH3:41])([CH3:40])[CH3:39])=[O:36])[C:11]([F:18])=[C:12]([F:17])[CH:13]=2)[N:8]([CH:42]2[CH2:44][CH2:43]2)[CH:7]=1)=[O:5])[CH3:2].N1C2C(=CC=CC=2)C=CC=1.C(N(CC)CC)C. Product: [CH2:1]([O:3][C:4]([C:6]1[C:15](=[O:16])[C:14]2[C:9](=[C:10](/[CH:19]=[CH:20]\[CH2:21][C@@H:22]3[C@@H:26]([NH:27][C:28]([O:30][C:31]([CH3:34])([CH3:33])[CH3:32])=[O:29])[CH2:25][CH2:24][N:23]3[C:35]([O:37][C:38]([CH3:41])([CH3:40])[CH3:39])=[O:36])[C:11]([F:18])=[C:12]([F:17])[CH:13]=2)[N:8]([CH:42]2[CH2:43][CH2:44]2)[CH:7]=1)=[O:5])[CH3:2]. The catalyst class is: 29. (3) Reactant: [CH:1]1([C:4]2[C:5]([N:24]([C:29]3[CH:30]=[CH:31][C:32]([N+:40]([O-])=O)=[C:33]([CH2:35][C:36]([O:38][CH3:39])=[O:37])[CH:34]=3)[S:25]([CH3:28])(=[O:27])=[O:26])=[CH:6][C:7]3[O:11][C:10]([C:12]4[CH:17]=[CH:16][C:15]([F:18])=[CH:14][CH:13]=4)=[C:9]([C:19](=[O:22])[NH:20][CH3:21])[C:8]=3[CH:23]=2)[CH2:3][CH2:2]1. Product: [NH2:40][C:32]1[CH:31]=[CH:30][C:29]([N:24]([C:5]2[C:4]([CH:1]3[CH2:2][CH2:3]3)=[CH:23][C:8]3[C:9]([C:19](=[O:22])[NH:20][CH3:21])=[C:10]([C:12]4[CH:13]=[CH:14][C:15]([F:18])=[CH:16][CH:17]=4)[O:11][C:7]=3[CH:6]=2)[S:25]([CH3:28])(=[O:27])=[O:26])=[CH:34][C:33]=1[CH2:35][C:36]([O:38][CH3:39])=[O:37]. The catalyst class is: 123. (4) Reactant: FC(F)(F)C(O)=O.C(OC(=O)[NH:14][C:15]1[CH:27]=[CH:26][C:25]2[C:24]3[C:19](=[CH:20][C:21]([NH:28][CH2:29][CH2:30][CH3:31])=[CH:22][CH:23]=3)[CH2:18][C:17]=2[CH:16]=1)(C)(C)C. Product: [CH2:29]([NH:28][C:21]1[CH:22]=[CH:23][C:24]2[C:25]3[C:17](=[CH:16][C:15]([NH2:14])=[CH:27][CH:26]=3)[CH2:18][C:19]=2[CH:20]=1)[CH2:30][CH3:31]. The catalyst class is: 4. (5) Reactant: [N-]=C=O.CCCC[N+](CCCC)(CCCC)CCCC.[F-].[CH2:22]([O:29][C:30]1[CH:35]=[C:34]([CH2:36][C@@H:37]2[CH2:41][CH2:40][C:39](=[O:42])[NH:38]2)[CH:33]=[CH:32][C:31]=1[N:43]1[S:47](=[O:49])(=[O:48])[N:46](CC[Si](C)(C)C)[C:45](=[O:56])[CH2:44]1)[C:23]1[CH:28]=[CH:27][CH:26]=[CH:25][CH:24]=1. Product: [CH2:22]([O:29][C:30]1[CH:35]=[C:34]([CH2:36][C@@H:37]2[CH2:41][CH2:40][C:39](=[O:42])[NH:38]2)[CH:33]=[CH:32][C:31]=1[N:43]1[S:47](=[O:49])(=[O:48])[NH:46][C:45](=[O:56])[CH2:44]1)[C:23]1[CH:24]=[CH:25][CH:26]=[CH:27][CH:28]=1. The catalyst class is: 20. (6) Reactant: [F:1][C:2]([F:35])([F:34])[O:3][C:4]1[CH:9]=[CH:8][C:7]([S:10]([N:13]2[C:19]3[CH:20]=[C:21](C#N)[CH:22]=[CH:23][C:18]=3[NH:17][C:16]3[N:26]=[C:27]([C:30]([F:33])([F:32])[F:31])[CH:28]=[CH:29][C:15]=3[CH2:14]2)(=[O:12])=[O:11])=[CH:6][CH:5]=1.[CH3:36][Mg]Br.Cl.[C:40]([O-:43])(O)=O.[Na+]. Product: [F:35][C:2]([F:1])([F:34])[O:3][C:4]1[CH:9]=[CH:8][C:7]([S:10]([N:13]2[C:19]3[CH:20]=[C:21]([C:40](=[O:43])[CH3:36])[CH:22]=[CH:23][C:18]=3[NH:17][C:16]3[N:26]=[C:27]([C:30]([F:31])([F:32])[F:33])[CH:28]=[CH:29][C:15]=3[CH2:14]2)(=[O:12])=[O:11])=[CH:6][CH:5]=1. The catalyst class is: 1. (7) Reactant: [CH3:1][O:2][C:3]1[CH:4]=[C:5]([N:12]2[CH2:17][CH2:16][O:15][CH2:14][CH2:13]2)[CH:6]=[CH:7][C:8]=1[N+:9]([O-])=O. Product: [CH3:1][O:2][C:3]1[CH:4]=[C:5]([N:12]2[CH2:17][CH2:16][O:15][CH2:14][CH2:13]2)[CH:6]=[CH:7][C:8]=1[NH2:9]. The catalyst class is: 312. (8) Reactant: C([O:3][C:4](=[O:33])[CH2:5][N:6]1[C:14]2[C:9](=[CH:10][C:11]([F:15])=[CH:12][CH:13]=2)[C:8]([CH2:16][C:17]2[C:18]([S:23]([C:26]3[CH:31]=[CH:30][CH:29]=[CH:28][CH:27]=3)(=[O:25])=[O:24])=[N:19][CH:20]=[CH:21][CH:22]=2)=[C:7]1[CH3:32])C.[OH-].[K+]. Product: [C:26]1([S:23]([C:18]2[C:17]([CH2:16][C:8]3[C:9]4[C:14](=[CH:13][CH:12]=[C:11]([F:15])[CH:10]=4)[N:6]([CH2:5][C:4]([OH:33])=[O:3])[C:7]=3[CH3:32])=[CH:22][CH:21]=[CH:20][N:19]=2)(=[O:25])=[O:24])[CH:31]=[CH:30][CH:29]=[CH:28][CH:27]=1. The catalyst class is: 20. (9) Reactant: Cl.Cl.[NH2:3][C:4]1[N:8]([CH2:9][CH2:10][OH:11])[N:7]=[CH:6][C:5]=1[CH2:12][NH2:13].[OH-].[Na+].[C:16](O[C:16]([O:18][C:19]([CH3:22])([CH3:21])[CH3:20])=[O:17])([O:18][C:19]([CH3:22])([CH3:21])[CH3:20])=[O:17]. Product: [NH2:3][C:4]1[N:8]([CH2:9][CH2:10][OH:11])[N:7]=[CH:6][C:5]=1[CH2:12][NH:13][C:16]([O:18][C:19]([CH3:22])([CH3:21])[CH3:20])=[O:17]. The catalyst class is: 30. (10) Reactant: [CH3:1][O:2][C:3]1[CH:4]=[CH:5][C:6]2[N:11]=[CH:10][C:9](=[O:12])[N:8]([C:13]3[CH:14]=[N:15][C:16]4[CH2:17][CH:18]([NH:23]C(=O)OC(C)(C)C)[CH2:19][CH2:20][C:21]=4[CH:22]=3)[C:7]=2[N:31]=1.C(O)(C(F)(F)F)=O. Product: [NH2:23][CH:18]1[CH2:17][C:16]2[N:15]=[CH:14][C:13]([N:8]3[C:9](=[O:12])[CH:10]=[N:11][C:6]4[CH:5]=[CH:4][C:3]([O:2][CH3:1])=[N:31][C:7]3=4)=[CH:22][C:21]=2[CH2:20][CH2:19]1. The catalyst class is: 2.